Task: Predict the reaction yield, written as a fraction of the theoretical maximum amount of product (1.0 means a 100% yield; for example, 0.34 means a 34% yield).. Dataset: Reaction yield outcomes from USPTO patents with 853,638 reactions (1) The reactants are [CH:1]1([CH:7]([NH:19][C:20]2[N:25]=[CH:24][C:23]([C:26]([N:28]([CH3:36])[CH2:29][CH2:30][C:31]([O:33]CC)=[O:32])=[O:27])=[CH:22][CH:21]=2)[C:8]2[O:9][C:10]3[CH:17]=[CH:16][C:15]([F:18])=[CH:14][C:11]=3[C:12]=2[CH3:13])[CH2:6][CH2:5][CH2:4][CH2:3][CH2:2]1.O1CCCC1.[OH-].[Na+]. The catalyst is C(O)C. The product is [CH:1]1([CH:7]([NH:19][C:20]2[N:25]=[CH:24][C:23]([C:26]([N:28]([CH3:36])[CH2:29][CH2:30][C:31]([OH:33])=[O:32])=[O:27])=[CH:22][CH:21]=2)[C:8]2[O:9][C:10]3[CH:17]=[CH:16][C:15]([F:18])=[CH:14][C:11]=3[C:12]=2[CH3:13])[CH2:6][CH2:5][CH2:4][CH2:3][CH2:2]1. The yield is 0.640. (2) The reactants are [CH3:1][O:2][CH2:3][C:4](=O)[CH2:5][C:6]#[N:7].[CH2:9]([NH:11][NH2:12])[CH3:10].Cl. The catalyst is C(O)C. The product is [CH2:9]([N:11]1[C:6]([NH2:7])=[CH:5][C:4]([CH2:3][O:2][CH3:1])=[N:12]1)[CH3:10]. The yield is 0.558. (3) The reactants are [Br:1][C:2]1[CH:7]=[CH:6][C:5]([NH:8][C:9]2[C:10]([C:19](O)=[O:20])=[CH:11][C:12]3[NH:16][CH:15]=[N:14][C:13]=3[C:17]=2[F:18])=[C:4]([Cl:22])[CH:3]=1.C1C=[CH:25][C:26]2N(O)N=N[C:27]=2[CH:28]=1.C(N(CC)CC)C.Cl.C1([N:44](C)[OH:45])CC1.CCN=C=NCCCN(C)C. The catalyst is CN(C=O)C.C(OCC)(=O)C.O. The product is [CH:26]1([CH2:25][O:45][NH:44][C:19]([C:10]2[C:9]([NH:8][C:5]3[CH:6]=[CH:7][C:2]([Br:1])=[CH:3][C:4]=3[Cl:22])=[C:17]([F:18])[C:13]3[N:14]=[CH:15][NH:16][C:12]=3[CH:11]=2)=[O:20])[CH2:27][CH2:28]1. The yield is 0.890. (4) The reactants are [CH3:1][N:2]([S:21]([C:24]1[S:25][CH:26]=[CH:27][CH:28]=1)(=[O:23])=[O:22])[C:3]1[CH:4]=[CH:5][CH:6]=[C:7]2[C:11]=1[NH:10][C:9]([C:12]1[S:13][CH:14]([CH2:17][C:18]([OH:20])=O)[CH2:15][N:16]=1)=[CH:8]2.C[N:30](C)C=O.Cl.CN(C)CCCN=C=NCC. The catalyst is C(OCC)(=O)C. The product is [CH3:1][N:2]([S:21]([C:24]1[S:25][CH:26]=[CH:27][CH:28]=1)(=[O:23])=[O:22])[C:3]1[CH:4]=[CH:5][CH:6]=[C:7]2[C:11]=1[NH:10][C:9]([C:12]1[S:13][CH:14]([CH2:17][C:18]([NH2:30])=[O:20])[CH2:15][N:16]=1)=[CH:8]2. The yield is 0.820. (5) The reactants are [CH3:1][N:2]1[C:6]([C:7]([OH:9])=O)=[CH:5][C:4]([CH3:10])=[N:3]1.[CH3:11][N:12](C)[CH:13]=[O:14].[C:16](Cl)(=O)[C:17](Cl)=O.[NH2:22][C:23]1[CH:24]=[C:25]([CH:43]=[CH:44][CH:45]=1)[O:26][C:27]1[CH:28]=[CH:29][C:30]2[N:31]([CH:33]=C(CCC(NC=O)=O)[N:35]=2)[N:32]=1. The catalyst is CN(C)C(=O)C.O1CCCC1. The product is [CH3:1][N:2]1[C:6]([C:7]([NH:22][C:23]2[CH:45]=[CH:44][CH:43]=[C:25]([O:26][C:27]3[CH:28]=[CH:29][C:30]4[N:31]([CH:33]=[C:11]([NH:12][C:13](=[O:14])[CH2:16][CH3:17])[N:35]=4)[N:32]=3)[CH:24]=2)=[O:9])=[CH:5][C:4]([CH3:10])=[N:3]1. The yield is 0.670. (6) The reactants are [NH2:1][C:2]1[CH:3]=[CH:4][CH:5]=[C:6]2[C:11]=1[N:10]=[CH:9][CH:8]=[CH:7]2.[N:12]1[C:21]2[C:16](=[CH:17][CH:18]=[CH:19][CH:20]=2)[CH:15]=[C:14]([S:22](Cl)(=[O:24])=[O:23])[CH:13]=1. The catalyst is CN(C1C=CN=CC=1)C. The yield is 0.210. The product is [N:10]1[C:11]2[C:6](=[CH:5][CH:4]=[CH:3][C:2]=2[NH:1][S:22]([C:14]2[CH:13]=[N:12][C:21]3[C:16]([CH:15]=2)=[CH:17][CH:18]=[CH:19][CH:20]=3)(=[O:23])=[O:24])[CH:7]=[CH:8][CH:9]=1. (7) The reactants are CC1(C)C(C)(C)OB([CH:9]2[CH2:11][CH:10]2[CH2:12][NH:13][C:14](=[O:23])[O:15][CH2:16][C:17]2[CH:22]=[CH:21][CH:20]=[CH:19][CH:18]=2)O1.Cl[C:26]1[N:31]=[CH:30][C:29]([F:32])=[CH:28][N:27]=1.C(=O)([O-])[O-].[K+].[K+]. The catalyst is O1CCOCC1.O.CCOC(C)=O.[Pd].C1(P(C2C=CC=CC=2)C2C=CC=CC=2)C=CC=CC=1.C1(P(C2C=CC=CC=2)C2C=CC=CC=2)C=CC=CC=1.C1(P(C2C=CC=CC=2)C2C=CC=CC=2)C=CC=CC=1.C1(P(C2C=CC=CC=2)C2C=CC=CC=2)C=CC=CC=1. The product is [F:32][C:29]1[CH:28]=[N:27][C:26]([CH:9]2[CH2:11][CH:10]2[CH2:12][NH:13][C:14](=[O:23])[O:15][CH2:16][C:17]2[CH:18]=[CH:19][CH:20]=[CH:21][CH:22]=2)=[N:31][CH:30]=1. The yield is 0.420. (8) The reactants are [NH2:1][C:2]1[C:3]([CH:11]2[CH2:13][CH2:12]2)=[C:4]([CH:8]=[CH:9][CH:10]=1)[C:5]([OH:7])=[O:6].[CH:14](=O)/[CH:15]=[CH:16]/[CH3:17].[OH-].[Na+].C(Cl)Cl. The catalyst is Cl. The product is [CH:11]1([C:3]2[C:4]([C:5]([OH:7])=[O:6])=[CH:8][CH:9]=[C:10]3[C:2]=2[N:1]=[C:16]([CH3:17])[CH:15]=[CH:14]3)[CH2:12][CH2:13]1. The yield is 0.277. (9) The catalyst is CO. The yield is 1.00. The product is [CH3:28][N:10]([CH2:11][CH2:12][CH2:13][NH:14][C:15]1[N:16]=[N+:17]([O-:27])[C:18]2[CH:25]=[C:24]([CH3:26])[CH:23]=[CH:22][C:19]=2[N+:20]=1[O-:21])[CH2:9][CH2:8][CH2:7][NH:6][C:4]([C:3]1[C:51]2[C:42](=[CH:43][C:44]3[C:49]([N:50]=2)=[CH:48][CH:47]=[CH:46][CH:45]=3)[CH:41]=[CH:40][CH:39]=1)=[O:5]. The reactants are N.F[C:3](F)(F)[C:4]([NH:6][CH2:7][CH2:8][CH2:9][N:10]([CH3:28])[CH2:11][CH2:12][CH2:13][NH:14][C:15]1[N:16]=[N+:17]([O-:27])[C:18]2[CH:25]=[C:24]([CH3:26])[CH:23]=[CH:22][C:19]=2[N+:20]=1[O-:21])=[O:5].N1(C(C2[C:51]3[C:42](=[CH:43][C:44]4[C:49]([N:50]=3)=[CH:48][CH:47]=[CH:46][CH:45]=4)[CH:41]=[CH:40][CH:39]=2)=O)C=CN=C1. (10) The reactants are [C:1]([O:5][C:6]([N:8]1[CH:12]=[CH:11][C:10]([C:13]2[CH:18]=[CH:17][C:16]([I:19])=[CH:15][CH:14]=2)=[C:9]1[CH:20]=[O:21])=[O:7])([CH3:4])([CH3:3])[CH3:2].[Li+].[BH4-]. The catalyst is C1COCC1. The product is [C:1]([O:5][C:6]([N:8]1[CH:12]=[CH:11][C:10]([C:13]2[CH:14]=[CH:15][C:16]([I:19])=[CH:17][CH:18]=2)=[C:9]1[CH2:20][OH:21])=[O:7])([CH3:4])([CH3:2])[CH3:3]. The yield is 0.820.